Dataset: TCR-epitope binding with 47,182 pairs between 192 epitopes and 23,139 TCRs. Task: Binary Classification. Given a T-cell receptor sequence (or CDR3 region) and an epitope sequence, predict whether binding occurs between them. (1) The epitope is MPASWVMRI. The TCR CDR3 sequence is CATSGDSGSYEQYF. Result: 1 (the TCR binds to the epitope). (2) The TCR CDR3 sequence is CASRHNTQASHEQYF. Result: 1 (the TCR binds to the epitope). The epitope is VTEHDTLLY. (3) The epitope is FLNGSCGSV. The TCR CDR3 sequence is CASSLDMGGNEQFF. Result: 0 (the TCR does not bind to the epitope).